Task: Predict the reactants needed to synthesize the given product.. Dataset: Full USPTO retrosynthesis dataset with 1.9M reactions from patents (1976-2016) (1) Given the product [C:1]([S:14]([N:17]([CH2:22][C:23]([OH:25])=[O:24])[CH2:18][CH2:19][CH2:20][CH3:21])(=[O:15])=[O:16])([C:4]([C:7]([C:10]([F:11])([F:13])[F:12])([F:9])[F:8])([F:6])[F:5])([F:3])[F:2], predict the reactants needed to synthesize it. The reactants are: [C:1]([S:14]([N:17]([CH2:22][C:23]([O:25]CC)=[O:24])[CH2:18][CH2:19][CH2:20][CH3:21])(=[O:16])=[O:15])([C:4]([C:7]([C:10]([F:13])([F:12])[F:11])([F:9])[F:8])([F:6])[F:5])([F:3])[F:2].[OH-].[K+].O. (2) Given the product [C:9]([O:13][C:14](=[O:24])[NH:15][C:16]([C:22](=[NH:23])[NH:7][OH:8])([CH3:17])[CH2:18][CH:19]1[CH2:20][CH2:21]1)([CH3:10])([CH3:12])[CH3:11], predict the reactants needed to synthesize it. The reactants are: C(=O)(O)[O-].[Na+].Cl.[NH2:7][OH:8].[C:9]([O:13][C:14](=[O:24])[NH:15][C:16]([C:22]#[N:23])([CH2:18][CH:19]1[CH2:21][CH2:20]1)[CH3:17])([CH3:12])([CH3:11])[CH3:10]. (3) Given the product [C:31]([C:28]1[CH:27]=[CH:26][C:25]([C:24]([NH:23][CH2:22][C:19]2[CH:20]=[CH:21][C:16]([C:15]3[C:10]4[CH:9]=[C:8]([C:6]([OH:7])=[O:5])[NH:37][C:11]=4[N:12]=[CH:13][N:14]=3)=[CH:17][C:18]=2[F:36])=[O:35])=[CH:30][CH:29]=1)([CH3:34])([CH3:32])[CH3:33], predict the reactants needed to synthesize it. The reactants are: C([O:5][C:6]([C:8]1[NH:37][C:11]2[N:12]=[CH:13][N:14]=[C:15]([C:16]3[CH:21]=[CH:20][C:19]([CH2:22][NH:23][C:24](=[O:35])[C:25]4[CH:30]=[CH:29][C:28]([C:31]([CH3:34])([CH3:33])[CH3:32])=[CH:27][CH:26]=4)=[C:18]([F:36])[CH:17]=3)[C:10]=2[CH:9]=1)=[O:7])(C)(C)C.FC(F)(F)C(O)=O. (4) Given the product [NH2:40][C@H:29]([CH2:30][C:31]1[CH:32]=[CH:33][C:34]([O:37][CH2:38][CH3:39])=[CH:35][CH:36]=1)[C:28]([N:25]1[CH2:24][CH2:23][CH:22]([N:13]2[N:12]=[C:11]([C:5]3[CH:6]=[CH:7][C:8]([O:9][CH3:10])=[C:3]([O:2][CH3:1])[CH:4]=3)[C@@H:20]3[C@@H:15]([CH2:16][CH2:17][CH2:18][CH2:19]3)[C:14]2=[O:21])[CH2:27][CH2:26]1)=[O:48], predict the reactants needed to synthesize it. The reactants are: [CH3:1][O:2][C:3]1[CH:4]=[C:5]([C:11]2[C@@H:20]3[C@@H:15]([CH2:16][CH2:17][CH2:18][CH2:19]3)[C:14](=[O:21])[N:13]([CH:22]3[CH2:27][CH2:26][N:25]([C:28](=[O:48])[C@H:29]([NH:40]C(=O)OC(C)(C)C)[CH2:30][C:31]4[CH:36]=[CH:35][C:34]([O:37][CH2:38][CH3:39])=[CH:33][CH:32]=4)[CH2:24][CH2:23]3)[N:12]=2)[CH:6]=[CH:7][C:8]=1[O:9][CH3:10].FC(F)(F)C(O)=O.C(=O)(O)[O-].[Na+].